Dataset: Forward reaction prediction with 1.9M reactions from USPTO patents (1976-2016). Task: Predict the product of the given reaction. Given the reactants [Cl:1][C:2]1[CH:7]=[CH:6][C:5]([C:8]2[CH:13]=[C:12]([C:14]([F:17])([F:16])[F:15])[N:11]=[C:10]([C:18]3[CH:23]=[CH:22][N:21]=[C:20](Cl)[CH:19]=3)[N:9]=2)=[CH:4][CH:3]=1.[NH2:25][C:26]1[CH:31]=[CH:30][C:29](B2OC(C)(C)C(C)(C)O2)=[CH:28][N:27]=1, predict the reaction product. The product is: [Cl:1][C:2]1[CH:7]=[CH:6][C:5]([C:8]2[CH:13]=[C:12]([C:14]([F:17])([F:15])[F:16])[N:11]=[C:10]([C:18]3[CH:23]=[CH:22][N:21]=[C:20]([C:29]4[CH:28]=[N:27][C:26]([NH2:25])=[CH:31][CH:30]=4)[CH:19]=3)[N:9]=2)=[CH:4][CH:3]=1.